From a dataset of Forward reaction prediction with 1.9M reactions from USPTO patents (1976-2016). Predict the product of the given reaction. (1) The product is: [CH2:1]([O:3][C:4]([C:6]1[N:14]2[C:9]([CH:10]=[N:11][CH:12]=[N:13]2)=[CH:8][CH:7]=1)=[O:5])[CH3:2]. Given the reactants [CH2:1]([O:3][C:4]([C:6]1[N:14]2[C:9]([C:10](Cl)=[N:11][CH:12]=[N:13]2)=[CH:8][CH:7]=1)=[O:5])[CH3:2].C([O-])(=O)C.[Na+], predict the reaction product. (2) Given the reactants [O:1]1[CH:5]=[CH:4][CH:3]=[C:2]1[CH2:6][C:7](O)=O.[C:10]1([NH:16][C:17](=[S:20])[NH:18][NH2:19])[CH:15]=[CH:14][CH:13]=[CH:12][CH:11]=1, predict the reaction product. The product is: [O:1]1[CH:5]=[CH:4][CH:3]=[C:2]1[CH2:6][C:7]1[N:16]([C:10]2[CH:11]=[CH:12][CH:13]=[CH:14][CH:15]=2)[C:17](=[S:20])[NH:18][N:19]=1.